From a dataset of Reaction yield outcomes from USPTO patents with 853,638 reactions. Predict the reaction yield, written as a fraction of the theoretical maximum amount of product (1.0 means a 100% yield; for example, 0.34 means a 34% yield). (1) The reactants are C(O[CH:4](OCC)[CH2:5][O:6][C:7]1[C:14]([CH3:15])=[CH:13][C:12]([F:16])=[CH:11][C:8]=1[CH:9]=O)C.[BH4-].[Na+].P(Br)(Br)[Br:23]. The catalyst is C(O)(=O)C. The yield is 0.360. The product is [Br:23][CH2:4][C:5]1[O:6][C:7]2[C:14]([CH3:15])=[CH:13][C:12]([F:16])=[CH:11][C:8]=2[CH:9]=1. (2) The reactants are [H-].[Al+3].[Li+].[H-].[H-].[H-].[NH2:7][C:8]1[CH:9]=[C:10]([C:14]2([CH3:28])[CH:19]3[CH:15]2[CH2:16][N:17]([CH2:21][C:22]2[CH:27]=[CH:26][CH:25]=[CH:24][CH:23]=2)[C:18]3=O)[CH:11]=[CH:12][CH:13]=1.Cl.[OH-].[Na+]. The catalyst is O1CCCC1.O. The product is [CH2:21]([N:17]1[CH2:16][CH:15]2[CH:19]([C:14]2([C:10]2[CH:9]=[C:8]([NH2:7])[CH:13]=[CH:12][CH:11]=2)[CH3:28])[CH2:18]1)[C:22]1[CH:23]=[CH:24][CH:25]=[CH:26][CH:27]=1. The yield is 0.960. (3) The reactants are [Cl:1][C:2]1[CH:7]=[CH:6][C:5]([CH:8]([CH:11]([OH:13])[CH3:12])[C:9]#[N:10])=[CH:4][CH:3]=1.[CH3:14][C:15](C)=[O:16]. The catalyst is CCCCCC. The product is [C:15]([O:13][CH:11]([CH3:12])[CH:8]([C:5]1[CH:4]=[CH:3][C:2]([Cl:1])=[CH:7][CH:6]=1)[C:9]#[N:10])(=[O:16])[CH3:14]. The yield is 0.850. (4) The reactants are S(Cl)([Cl:3])=O.[CH3:5][C:6]1[CH:7]=[C:8]([N:13]2[C:17](=[O:18])[C:16](=[N:19][NH:20][C:21]3[C:22]([OH:36])=[C:23]([C:27]4[CH:32]=[CH:31][CH:30]=[C:29]([C:33](O)=[O:34])[CH:28]=4)[CH:24]=[CH:25][CH:26]=3)[C:15]([CH3:37])=[N:14]2)[CH:9]=[CH:10][C:11]=1[CH3:12].CN(C=O)C. The catalyst is C1COCC1.CCCCCCC. The product is [CH3:5][C:6]1[CH:7]=[C:8]([N:13]2[C:17](=[O:18])/[C:16](=[N:19]\[NH:20][C:21]3[C:22]([OH:36])=[C:23]([C:27]4[CH:32]=[CH:31][CH:30]=[C:29]([C:33]([Cl:3])=[O:34])[CH:28]=4)[CH:24]=[CH:25][CH:26]=3)/[C:15]([CH3:37])=[N:14]2)[CH:9]=[CH:10][C:11]=1[CH3:12]. The yield is 0.960. (5) The reactants are [C:1]([N:8]1[CH2:13][CH2:12][C:11](=[O:14])[CH2:10][CH2:9]1)([O:3][C:4]([CH3:7])([CH3:6])[CH3:5])=[O:2].[CH3:15][Mg]Br. The catalyst is C(OCC)C. The product is [C:4]([O:3][C:1]([N:8]1[CH2:13][CH2:12][C:11]([OH:14])([CH3:15])[CH2:10][CH2:9]1)=[O:2])([CH3:7])([CH3:6])[CH3:5]. The yield is 0.620. (6) The reactants are Cl.[N:2]1[CH:7]=[CH:6][CH:5]=[CH:4][C:3]=1[CH2:8][C:9]([OH:11])=O.CN(C(ON1N=NC2C=CC=NC1=2)=[N+](C)C)C.F[P-](F)(F)(F)(F)F.[N:36]1[C:41]2[NH:42][CH:43]=[CH:44][C:40]=2[CH:39]=[C:38]([CH2:45][CH2:46][CH2:47][CH2:48][C:49]2[S:53][C:52]([NH2:54])=[N:51][N:50]=2)[N:37]=1.CCN(C(C)C)C(C)C. The yield is 0.560. The product is [N:36]1[C:41]2[NH:42][CH:43]=[CH:44][C:40]=2[CH:39]=[C:38]([CH2:45][CH2:46][CH2:47][CH2:48][C:49]2[S:53][C:52]([NH:54][C:9](=[O:11])[CH2:8][C:3]3[CH:4]=[CH:5][CH:6]=[CH:7][N:2]=3)=[N:51][N:50]=2)[N:37]=1. The catalyst is CN(C=O)C.